From a dataset of Full USPTO retrosynthesis dataset with 1.9M reactions from patents (1976-2016). Predict the reactants needed to synthesize the given product. (1) The reactants are: [C:1]([N:9]1[CH2:13][CH:12]2[CH2:14][S:15][C:16]3[CH:21]=[CH:20][CH:19]=[CH:18][C:17]=3[C:11]2=[N:10]1)(=[O:8])[C:2]1[CH:7]=[CH:6][CH:5]=[N:4][CH:3]=1.ClC1C=CC=C(C(OO)=[O:30])C=1. Given the product [C:1]([N:9]1[CH2:13][CH:12]2[CH2:14][S:15](=[O:30])[CH:16]3[CH:21]=[CH:20][CH:19]=[CH:18][C:17]3=[C:11]2[NH:10]1)(=[O:8])[C:2]1[CH:7]=[CH:6][CH:5]=[N:4][CH:3]=1, predict the reactants needed to synthesize it. (2) Given the product [Cl:36][C:7]1[CH:6]=[C:5]([CH2:4][C:3]([OH:2])=[O:37])[CH:10]=[CH:9][C:8]=1[C:11]1[C:15]([C:16](=[O:29])[CH2:9][CH2:8][CH2:11][O:39][C:7]2[CH:6]=[CH:5][C:4]([Cl:40])=[CH:3][C:41]=2[Cl:43])=[C:14]([C:30]2[CH:31]=[CH:32][CH:33]=[CH:34][CH:35]=2)[O:13][N:12]=1, predict the reactants needed to synthesize it. The reactants are: C[O:2][C:3](=[O:37])[CH2:4][C:5]1[CH:10]=[CH:9][C:8]([C:11]2[C:15]([C:16](=[O:29])NCCOC3C=CC(Cl)=CC=3Cl)=[C:14]([C:30]3[CH:35]=[CH:34][CH:33]=[CH:32][CH:31]=3)[O:13][N:12]=2)=[C:7]([Cl:36])[CH:6]=1.[Li+].[OH-:39].[ClH:40].[CH2:41]([Cl:43])Cl. (3) Given the product [NH2:21][C:10]1[S:11][CH2:12][C@@H:13]2[C@@H:14]([C:17]([F:19])([F:18])[F:20])[O:15][CH2:16][C@:8]2([C:6]2[CH:7]=[C:2]([NH:1][C:39]([C:36]3[CH:35]=[N:34][C:33]([O:32][CH3:31])=[CH:38][N:37]=3)=[O:41])[CH:3]=[C:4]([F:30])[C:5]=2[F:29])[N:9]=1, predict the reactants needed to synthesize it. The reactants are: [NH2:1][C:2]1[CH:3]=[C:4]([F:30])[C:5]([F:29])=[C:6]([C@:8]23[CH2:16][O:15][C@H:14]([C:17]([F:20])([F:19])[F:18])[C@H:13]2[CH2:12][S:11][C:10]([NH:21]C(=O)OC(C)(C)C)=[N:9]3)[CH:7]=1.[CH3:31][O:32][C:33]1[N:34]=[CH:35][C:36]([C:39]([OH:41])=O)=[N:37][CH:38]=1. (4) Given the product [CH:11]([N:13]=[C:6]([NH2:8])[C:5]1[CH:9]=[CH:10][C:2]([CH3:1])=[CH:3][CH:4]=1)=[O:12], predict the reactants needed to synthesize it. The reactants are: [CH3:1][C:2]1[CH:10]=[CH:9][C:5]([C:6]([NH2:8])=O)=[CH:4][CH:3]=1.[CH:11]([NH2:13])=[O:12]. (5) Given the product [CH3:17][C:14]1([CH3:16])[C:13]([CH3:18])([CH3:19])[O:12][B:11]([C:28](=[CH2:29])[CH2:27][CH2:26][N:30]2[C@H:34]([CH:35]=[CH2:36])[CH2:33][O:32][C:31]2=[O:37])[O:15]1, predict the reactants needed to synthesize it. The reactants are: [Cl-].[Li+].[CH3:18][C:13]1([CH3:19])[C:14]([CH3:17])([CH3:16])[O:15][B:11]([B:11]2[O:15][C:14]([CH3:17])([CH3:16])[C:13]([CH3:19])([CH3:18])[O:12]2)[O:12]1.C([O-])(=O)C.[K+].[CH2:26]([N:30]1[C@H:34]([CH:35]=[CH2:36])[CH2:33][O:32][C:31]1=[O:37])[CH2:27][C:28]#[CH:29].[NH4+].[Cl-]. (6) Given the product [CH:1]1([N:5]2[CH2:11][CH2:10][C:9]3[S:12][C:13]([CH:15]4[CH2:20][CH2:19][N:18]([C:21]5[CH:26]=[CH:25][C:24]([C:27]([NH:29][CH3:30])=[O:28])=[N:23][CH:22]=5)[CH2:17][CH2:16]4)=[N:14][C:8]=3[CH2:7][CH2:6]2)[CH2:2][CH2:3][CH2:4]1, predict the reactants needed to synthesize it. The reactants are: [CH:1]1([N:5]2[CH2:11][CH2:10][C:9]3[S:12][C:13]([CH:15]4[CH2:20][CH2:19][N:18]([C:21]5[CH:22]=[N:23][C:24]([C:27]([N:29]6C=CN=[CH:30]6)=[O:28])=[CH:25][CH:26]=5)[CH2:17][CH2:16]4)=[N:14][C:8]=3[CH2:7][CH2:6]2)[CH2:4][CH2:3][CH2:2]1.CN.C1COCC1. (7) Given the product [Cl:25][C:26]1[CH:31]=[CH:30][C:29]([C@@H:32]2[CH2:41][CH2:40][C:35]3([O:36][CH2:37][CH2:38][O:39]3)[CH2:34][C@H:33]2[CH2:42][OH:43])=[CH:28][CH:27]=1, predict the reactants needed to synthesize it. The reactants are: ClC1C=CC([C@@H]2CCN(C(OC(C)(C)C)=O)C[C@H]2C(OC)=O)=CC=1.[Cl:25][C:26]1[CH:31]=[CH:30][C:29]([C@@H:32]2[CH2:41][CH2:40][C:35]3([O:39][CH2:38][CH2:37][O:36]3)[CH2:34][C@H:33]2[C:42](OC)=[O:43])=[CH:28][CH:27]=1.